From a dataset of Catalyst prediction with 721,799 reactions and 888 catalyst types from USPTO. Predict which catalyst facilitates the given reaction. Reactant: [CH3:1][N:2]1[CH2:9][C@@H:8]2[C@@H:4]([N:5]([C:10]3[CH:15]=[CH:14][C:13]([C:16]4[CH:21]=[CH:20][C:19]([C:22]5[CH:23]=[N:24][N:25](C(C6C=CC=CC=6)(C6C=CC=CC=6)C6C=CC=CC=6)[CH:26]=5)=[CH:18][CH:17]=4)=[CH:12][CH:11]=3)[CH2:6][CH2:7]2)[CH2:3]1. Product: [NH:24]1[CH:23]=[C:22]([C:19]2[CH:20]=[CH:21][C:16]([C:13]3[CH:12]=[CH:11][C:10]([N:5]4[CH2:6][CH2:7][C@@H:8]5[CH2:9][N:2]([CH3:1])[CH2:3][C@H:4]45)=[CH:15][CH:14]=3)=[CH:17][CH:18]=2)[CH:26]=[N:25]1. The catalyst class is: 106.